This data is from Full USPTO retrosynthesis dataset with 1.9M reactions from patents (1976-2016). The task is: Predict the reactants needed to synthesize the given product. (1) Given the product [F:12][C:10]1[CH:9]=[C:8]([F:13])[CH:7]=[C:6]2[C:11]=1[C:2]([N:34]1[C:28]3[C:29](=[N:30][CH:31]=[C:26]([N:23]4[CH2:24][CH2:25][O:20][CH2:21][CH2:22]4)[CH:27]=3)[C:32]3([CH2:39][CH2:38][O:37][CH2:36][CH2:35]3)[CH2:33]1)=[C:3]([CH3:19])[C:4]([N:14]1[CH2:17][CH2:16][C:15]1=[O:18])=[N:5]2, predict the reactants needed to synthesize it. The reactants are: Cl[C:2]1[C:11]2[C:6](=[CH:7][C:8]([F:13])=[CH:9][C:10]=2[F:12])[N:5]=[C:4]([N:14]2[CH2:17][CH2:16][C:15]2=[O:18])[C:3]=1[CH3:19].[O:20]1[CH2:25][CH2:24][N:23]([C:26]2[CH:27]=[C:28]3[NH:34][CH2:33][C:32]4([CH2:39][CH2:38][O:37][CH2:36][CH2:35]4)[C:29]3=[N:30][CH:31]=2)[CH2:22][CH2:21]1. (2) Given the product [CH2:40]([O:39][C:37](=[O:38])[CH2:36][CH2:35][CH2:34][CH2:33][CH2:32][CH2:31][O:16][C:12]1[CH:13]=[CH:14][CH:15]=[C:10]([C:9](=[O:17])[NH:8][C:5]2[CH:6]=[CH:7][C:2]([Cl:1])=[C:3]([C:18]3[NH:22][C:21]4[CH:23]=[CH:24][C:25]([N:27]([CH3:29])[CH3:28])=[CH:26][C:20]=4[N:19]=3)[CH:4]=2)[CH:11]=1)[CH3:41], predict the reactants needed to synthesize it. The reactants are: [Cl:1][C:2]1[CH:7]=[CH:6][C:5]([NH:8][C:9](=[O:17])[C:10]2[CH:15]=[CH:14][CH:13]=[C:12]([OH:16])[CH:11]=2)=[CH:4][C:3]=1[C:18]1[NH:22][C:21]2[CH:23]=[CH:24][C:25]([N:27]([CH3:29])[CH3:28])=[CH:26][C:20]=2[N:19]=1.O[CH2:31][CH2:32][CH2:33][CH2:34][CH2:35][CH2:36][C:37]([O:39][CH2:40][CH3:41])=[O:38].C1C=CC(P(C2C=CC=CC=2)C2C=CC=CC=2)=CC=1.CC(OC(/N=N/C(OC(C)C)=O)=O)C. (3) Given the product [OH:28][C:10]1[C:11]2[C:15](=[O:16])[N:14]([CH2:17][C:18]3[CH:23]=[CH:22][C:21]([C:24]([F:27])([F:26])[F:25])=[CH:20][CH:19]=3)[CH2:13][C:12]=2[C:3]([O:2][CH3:1])=[C:4]2[C:9]=1[N:8]=[CH:7][CH:6]=[CH:5]2, predict the reactants needed to synthesize it. The reactants are: [CH3:1][O:2][C:3]1[C:12]2[CH2:13][N:14]([CH2:17][C:18]3[CH:23]=[CH:22][C:21]([C:24]([F:27])([F:26])[F:25])=[CH:20][CH:19]=3)[C:15](=[O:16])[C:11]=2[C:10]([O:28]CC2C=CC(OC)=CC=2)=[C:9]2[C:4]=1[CH:5]=[CH:6][CH:7]=[N:8]2.C([SiH](CC)CC)C.FC(F)(F)C(O)=O. (4) Given the product [N:27]1([C:2]2[N:7]=[CH:6][N:5]=[C:4]([N:8]3[CH2:13][CH2:12][CH:11]([CH:14]4[CH2:19][CH2:18][N:17]([C:20]([O:22][C:23]([CH3:26])([CH3:25])[CH3:24])=[O:21])[CH2:16][CH2:15]4)[CH2:10][CH2:9]3)[CH:3]=2)[CH:31]=[N:30][CH:29]=[N:28]1, predict the reactants needed to synthesize it. The reactants are: Cl[C:2]1[N:7]=[CH:6][N:5]=[C:4]([N:8]2[CH2:13][CH2:12][CH:11]([CH:14]3[CH2:19][CH2:18][N:17]([C:20]([O:22][C:23]([CH3:26])([CH3:25])[CH3:24])=[O:21])[CH2:16][CH2:15]3)[CH2:10][CH2:9]2)[CH:3]=1.[NH:27]1[CH:31]=[N:30][CH:29]=[N:28]1.C(=O)([O-])[O-].[Cs+].[Cs+].